This data is from Forward reaction prediction with 1.9M reactions from USPTO patents (1976-2016). The task is: Predict the product of the given reaction. Given the reactants N(OC(C)(C)C)=O.[CH3:8][CH:9]1[CH2:23][C:22]2[C:11](=[CH:12][C:13]3[N+:18]([O-:19])=[N:17][C:16](N)=[N:15][C:14]=3[CH:21]=2)[CH2:10]1.[I:24]CI, predict the reaction product. The product is: [I:24][C:16]1[N:17]=[N+:18]([O-:19])[C:13]2[CH:12]=[C:11]3[C:22]([CH2:23][CH:9]([CH3:8])[CH2:10]3)=[CH:21][C:14]=2[N:15]=1.